The task is: Predict the reactants needed to synthesize the given product.. This data is from Full USPTO retrosynthesis dataset with 1.9M reactions from patents (1976-2016). (1) Given the product [CH3:35][C:30]1[CH:29]=[CH:28][C:27]2[C:32](=[CH:33][CH:34]=[C:25]([NH:24][C:18](=[O:22])[C:19]([C:9]3[C:10]4[C:15](=[CH:14][CH:13]=[CH:12][CH:11]=4)[N:7]([CH2:6][C:5]4[CH:4]=[CH:3][C:2]([Cl:1])=[CH:17][CH:16]=4)[CH:8]=3)=[O:20])[CH:26]=2)[N:31]=1, predict the reactants needed to synthesize it. The reactants are: [Cl:1][C:2]1[CH:17]=[CH:16][C:5]([CH2:6][N:7]2[C:15]3[C:10](=[CH:11][CH:12]=[CH:13][CH:14]=3)[CH:9]=[CH:8]2)=[CH:4][CH:3]=1.[C:18](Cl)(=[O:22])[C:19](Cl)=[O:20].[NH2:24][C:25]1[CH:26]=[C:27]2[C:32](=[CH:33][CH:34]=1)[N:31]=[C:30]([CH3:35])[CH:29]=[CH:28]2. (2) Given the product [CH2:5]([O:7][C:8](=[O:39])[C:9]1[C:14]([NH:15][C:1](=[O:3])[CH3:2])=[CH:13][CH:12]=[C:11]([C:16]2[CH2:20][CH2:19][CH2:18][C:17]=2[C:21]2[CH:26]=[C:25]([C:27]([F:29])([F:30])[F:28])[CH:24]=[CH:23][C:22]=2[O:31][CH2:32][C:33]2[CH:38]=[CH:37][CH:36]=[CH:35][CH:34]=2)[CH:10]=1)[CH3:6], predict the reactants needed to synthesize it. The reactants are: [C:1](Cl)(=[O:3])[CH3:2].[CH2:5]([O:7][C:8](=[O:39])[C:9]1[C:14]([NH2:15])=[CH:13][CH:12]=[C:11]([C:16]2[CH2:20][CH2:19][CH2:18][C:17]=2[C:21]2[CH:26]=[C:25]([C:27]([F:30])([F:29])[F:28])[CH:24]=[CH:23][C:22]=2[O:31][CH2:32][C:33]2[CH:38]=[CH:37][CH:36]=[CH:35][CH:34]=2)[CH:10]=1)[CH3:6]. (3) Given the product [Cl:14][C:15]1[C:20]([C:21]([NH2:23])=[O:22])=[C:19]([NH:10][C:9]2[CH:11]=[CH:12][CH:13]=[C:7]([S:4]([CH3:3])(=[O:5])=[O:6])[CH:8]=2)[N:18]=[C:17]([S:25][CH3:26])[N:16]=1, predict the reactants needed to synthesize it. The reactants are: [H-].[Na+].[CH3:3][S:4]([C:7]1[CH:8]=[C:9]([CH:11]=[CH:12][CH:13]=1)[NH2:10])(=[O:6])=[O:5].[Cl:14][C:15]1[C:20]([C:21]([NH2:23])=[O:22])=[C:19](Cl)[N:18]=[C:17]([S:25][CH3:26])[N:16]=1.C(O)(=O)CC(CC(O)=O)(C(O)=O)O. (4) The reactants are: C(N(C(C)C)CC)(C)C.[Br:10][C:11]1[CH:16]=[C:15](F)[CH:14]=[CH:13][C:12]=1[CH:18]([NH2:20])[CH3:19].[C:21]([O:25][C:26](O[C:26]([O:25][C:21]([CH3:24])([CH3:23])[CH3:22])=[O:27])=[O:27])([CH3:24])([CH3:23])[CH3:22]. Given the product [C:21]([O:25][C:26](=[O:27])[NH:20][CH:18]([C:12]1[CH:13]=[CH:14][CH:15]=[CH:16][C:11]=1[Br:10])[CH3:19])([CH3:24])([CH3:23])[CH3:22], predict the reactants needed to synthesize it. (5) Given the product [NH2:8][CH:3]1[CH2:4][CH2:5][CH2:6][CH2:7][C:2]1([CH2:20][O:21][C:22]1[CH:27]=[CH:26][C:25]([CH:28]([CH3:30])[CH3:29])=[CH:24][CH:23]=1)[OH:1], predict the reactants needed to synthesize it. The reactants are: [OH:1][C:2]1([CH2:20][O:21][C:22]2[CH:27]=[CH:26][C:25]([CH:28]([CH3:30])[CH3:29])=[CH:24][CH:23]=2)[CH2:7][CH2:6][CH2:5][CH2:4][CH:3]1[NH:8]C(C1C=CC=CC=1C(O)=O)=O.O.NN. (6) Given the product [NH2:26][CH2:24][C:23]1[CH:27]=[CH:28][C:20]([CH2:19][N:4]2[C:5]([CH3:18])=[CH:6][C:7]([O:8][CH2:9][C:10]3[CH:15]=[CH:14][C:13]([F:16])=[CH:12][C:11]=3[F:17])=[C:2]([Cl:1])[C:3]2=[O:29])=[CH:21][CH:22]=1, predict the reactants needed to synthesize it. The reactants are: [Cl:1][C:2]1[C:3](=[O:29])[N:4]([CH2:19][C:20]2[CH:28]=[CH:27][C:23]([C:24]([NH2:26])=O)=[CH:22][CH:21]=2)[C:5]([CH3:18])=[CH:6][C:7]=1[O:8][CH2:9][C:10]1[CH:15]=[CH:14][C:13]([F:16])=[CH:12][C:11]=1[F:17].CSC.B. (7) Given the product [CH3:29][C:22]1[N:21]=[C:20]([N:16]2[CH2:17][CH2:18][C:12]3([O:11][N:10]=[C:9]([C:8]#[C:7][C:1]4[CH:6]=[CH:5][CH:4]=[CH:3][CH:2]=4)[CH2:13]3)[CH2:14][CH2:15]2)[C:25]([N+:26]([O-:28])=[O:27])=[CH:24][CH:23]=1, predict the reactants needed to synthesize it. The reactants are: [C:1]1([C:7]#[C:8][C:9]2[CH2:13][C:12]3([CH2:18][CH2:17][NH:16][CH2:15][CH2:14]3)[O:11][N:10]=2)[CH:6]=[CH:5][CH:4]=[CH:3][CH:2]=1.Cl[C:20]1[C:25]([N+:26]([O-:28])=[O:27])=[CH:24][CH:23]=[C:22]([CH3:29])[N:21]=1.C(N(CC)CC)C.O. (8) Given the product [CH2:1]([O:8][C:9](=[O:29])[NH:10][CH:11]([C:14]1([C:21]2[CH:26]=[CH:25][C:24]([O:27][CH3:28])=[CH:23][CH:22]=2)[CH2:19][CH2:18][CH:17]([NH2:36])[CH2:16][CH2:15]1)[CH2:12][CH3:13])[C:2]1[CH:7]=[CH:6][CH:5]=[CH:4][CH:3]=1, predict the reactants needed to synthesize it. The reactants are: [CH2:1]([O:8][C:9](=[O:29])[NH:10][CH:11]([C:14]1([C:21]2[CH:26]=[CH:25][C:24]([O:27][CH3:28])=[CH:23][CH:22]=2)[CH2:19][CH2:18][C:17](=O)[CH2:16][CH2:15]1)[CH2:12][CH3:13])[C:2]1[CH:7]=[CH:6][CH:5]=[CH:4][CH:3]=1.C([O-])(=O)C.[NH4+].C([BH3-])#[N:36].[Na+]. (9) Given the product [CH2:1]([N:8]1[CH:12]=[C:11]([C:13](=[O:15])[CH3:14])[C:10]([O:16][CH2:17][C:18]2[CH:23]=[CH:22][C:21]([O:24][CH2:25][C:26]3[N:27]=[C:28]([C:32]4[O:33][CH:34]=[CH:35][CH:36]=4)[O:29][C:30]=3[CH3:31])=[C:20]([O:37][CH3:38])[CH:19]=2)=[N:9]1)[C:2]1[CH:3]=[CH:4][CH:5]=[CH:6][CH:7]=1, predict the reactants needed to synthesize it. The reactants are: [CH2:1]([N:8]1[CH:12]=[C:11]([CH:13]([OH:15])[CH3:14])[C:10]([O:16][CH2:17][C:18]2[CH:23]=[CH:22][C:21]([O:24][CH2:25][C:26]3[N:27]=[C:28]([C:32]4[O:33][CH:34]=[CH:35][CH:36]=4)[O:29][C:30]=3[CH3:31])=[C:20]([O:37][CH3:38])[CH:19]=2)=[N:9]1)[C:2]1[CH:7]=[CH:6][CH:5]=[CH:4][CH:3]=1. (10) Given the product [CH3:2][O:3][C:4](=[O:26])[C@@H:5]([NH:25][C:30](=[O:31])[C:29]1[CH:33]=[C:34]([Cl:37])[CH:35]=[CH:36][C:28]=1[NH2:27])[CH2:6][C:7]1[CH:12]=[CH:11][C:10]([O:13][CH2:14][C:15]2[CH:16]=[CH:17][C:18]([C:21]([CH3:22])([CH3:23])[CH3:24])=[CH:19][CH:20]=2)=[CH:9][CH:8]=1, predict the reactants needed to synthesize it. The reactants are: Cl.[CH3:2][O:3][C:4](=[O:26])[C@@H:5]([NH2:25])[CH2:6][C:7]1[CH:12]=[CH:11][C:10]([O:13][CH2:14][C:15]2[CH:20]=[CH:19][C:18]([C:21]([CH3:24])([CH3:23])[CH3:22])=[CH:17][CH:16]=2)=[CH:9][CH:8]=1.[NH2:27][C:28]1[CH:36]=[CH:35][C:34]([Cl:37])=[CH:33][C:29]=1[C:30](O)=[O:31].Cl.